From a dataset of Catalyst prediction with 721,799 reactions and 888 catalyst types from USPTO. Predict which catalyst facilitates the given reaction. (1) Reactant: [OH-].[Na+].BrBr.[C:5]12([C:12](=[O:14])C)[CH2:11][CH:10]1[CH2:9][CH2:8][CH2:7][CH2:6]2.S(=O)(O)[O-:16].[Na+]. Product: [C:5]12([C:12]([OH:14])=[O:16])[CH2:11][CH:10]1[CH2:9][CH2:8][CH2:7][CH2:6]2. The catalyst class is: 127. (2) Product: [C:1]1([S:7]([C:10]2([CH2:15][CH2:16][CH2:17][N:34]3[CH2:33][C:32]([CH3:31])=[C:37]([CH3:38])[CH2:36][CH2:35]3)[CH2:14][CH:13]=[CH:12][CH2:11]2)(=[O:9])=[O:8])[CH:6]=[CH:5][CH:4]=[CH:3][CH:2]=1. The catalyst class is: 46. Reactant: [C:1]1([S:7]([C:10]2([CH2:15][CH2:16][CH2:17]O)[CH2:14][CH:13]=[CH:12][CH2:11]2)(=[O:9])=[O:8])[CH:6]=[CH:5][CH:4]=[CH:3][CH:2]=1.C(N(CC)CC)C.CS(Cl)(=O)=O.[CH3:31][C:32]1[CH2:33][NH:34][CH2:35][CH2:36][C:37]=1[CH3:38].C(=O)([O-])[O-].[K+].[K+]. (3) Reactant: [Br:1][C:2]1[CH:3]=[N:4][C:5]([F:12])=[C:6]([CH:11]=1)[C:7]([O:9]C)=[O:8].[OH-].[Na+].Cl. Product: [Br:1][C:2]1[CH:3]=[N:4][C:5]([F:12])=[C:6]([CH:11]=1)[C:7]([OH:9])=[O:8]. The catalyst class is: 1. (4) Reactant: [C:1]([C:5]1[CH:28]=[CH:27][C:8]([C:9]([NH:11][C@H:12]([C:23]([O:25][CH3:26])=[O:24])[CH2:13][C:14]2[CH:22]=[CH:21][C:17]([C:18]([OH:20])=[O:19])=[CH:16][CH:15]=2)=[O:10])=[CH:7][CH:6]=1)([CH3:4])([CH3:3])[CH3:2].C1C=CC2N(O)N=NC=2C=1.C(Cl)CCl.[CH2:43]([O:50][C:51]1[CH:60]=[CH:59][C:54](/[C:55](=[N:57]/O)/[NH2:56])=[CH:53][CH:52]=1)[CH2:44][CH2:45][CH2:46][CH2:47][CH2:48][CH3:49]. Product: [C:1]([C:5]1[CH:28]=[CH:27][C:8]([C:9]([NH:11][C@@H:12]([CH2:13][C:14]2[CH:15]=[CH:16][C:17]([C:18]([O:20][NH:57][C:55](=[NH:56])[C:54]3[CH:53]=[CH:52][C:51]([O:50][CH2:43][CH2:44][CH2:45][CH2:46][CH2:47][CH2:48][CH3:49])=[CH:60][CH:59]=3)=[O:19])=[CH:21][CH:22]=2)[C:23]([O:25][CH3:26])=[O:24])=[O:10])=[CH:7][CH:6]=1)([CH3:4])([CH3:2])[CH3:3]. The catalyst class is: 3. (5) Reactant: C([N:8]1[CH2:12][CH2:11][C:10](=[O:13])[CH2:9]1)C1C=CC=CC=1.[C:22](O[C:22]([O:24][C:25]([CH3:28])([CH3:27])[CH3:26])=[O:23])([O:24][C:25]([CH3:28])([CH3:27])[CH3:26])=[O:23]. The catalyst class is: 19. Product: [C:25]([O:24][C:22]([N:8]1[CH2:12][CH2:11][C:10](=[O:13])[CH2:9]1)=[O:23])([CH3:26])([CH3:27])[CH3:28]. (6) Reactant: [CH3:1][C:2]1([N+:14]([O-])=O)[CH:4]([CH2:5][CH2:6][CH2:7][CH2:8][CH2:9][CH2:10][CH2:11][CH2:12][CH3:13])[O:3]1.[BH4-].[Na+]. Product: [CH3:1][C:2]1([NH2:14])[CH:4]([CH2:5][CH2:6][CH2:7][CH2:8][CH2:9][CH2:10][CH2:11][CH2:12][CH3:13])[O:3]1. The catalyst class is: 81. (7) Reactant: [CH3:1][C:2]1[O:10][C:9]2[CH:8]=[CH:7][N:6]=[CH:5][C:4]=2[CH:3]=1.C([N-]C(C)C)(C)C.[Li+].[F:19][C:20]([F:37])([F:36])[C:21](=[O:35])[CH2:22][C:23]([C:26]1[CH:31]=[C:30]([F:32])[CH:29]=[CH:28][C:27]=1[O:33][CH3:34])([CH3:25])[CH3:24]. Product: [F:37][C:20]([F:19])([F:36])[C:21]([CH2:1][C:2]1[O:10][C:9]2[CH:8]=[CH:7][N:6]=[CH:5][C:4]=2[CH:3]=1)([OH:35])[CH2:22][C:23]([C:26]1[CH:31]=[C:30]([F:32])[CH:29]=[CH:28][C:27]=1[O:33][CH3:34])([CH3:25])[CH3:24]. The catalyst class is: 1. (8) Reactant: [C:1]1([CH:7]([C:32]2[CH:37]=[CH:36][CH:35]=[CH:34][CH:33]=2)[CH2:8][CH2:9][NH:10][C:11]([C:13]2[CH:14]([C:25]3[CH:30]=[CH:29][CH:28]=[C:27]([Cl:31])[CH:26]=3)[NH:15][C:16](=[O:24])[NH:17][C:18]=2[CH2:19][O:20][CH2:21][CH2:22]Cl)=[O:12])[CH:6]=[CH:5][CH:4]=[CH:3][CH:2]=1.[N-:38]=[N+:39]=[N-:40].[Na+].[I-].[Na+]. Product: [C:32]1([CH:7]([C:1]2[CH:6]=[CH:5][CH:4]=[CH:3][CH:2]=2)[CH2:8][CH2:9][NH:10][C:11]([C:13]2[CH:14]([C:25]3[CH:30]=[CH:29][CH:28]=[C:27]([Cl:31])[CH:26]=3)[NH:15][C:16](=[O:24])[NH:17][C:18]=2[CH2:19][O:20][CH2:21][CH2:22][N:38]=[N+:39]=[N-:40])=[O:12])[CH:33]=[CH:34][CH:35]=[CH:36][CH:37]=1. The catalyst class is: 3. (9) Reactant: C(NC(C)C)(C)C.C([Li])CCC.[Cl:13][C:14]1[CH:19]=[CH:18][N:17]=[CH:16][CH:15]=1.CN(C)[CH:22]=[O:23]. Product: [Cl:13][C:14]1[CH:19]=[CH:18][N:17]=[CH:16][C:15]=1[CH:22]=[O:23]. The catalyst class is: 1. (10) Reactant: C(OC([N:8]([C@H:20]([CH2:43][O:44][Si](C)(C)C)[CH2:21][C:22]1[CH:27]=[CH:26][C:25]([NH:28][C:29]([NH:31][C:32]2[CH:33]=[C:34]([CH:40]=[CH:41][CH:42]=2)[C:35]([O:37][CH2:38][CH3:39])=[O:36])=[O:30])=[CH:24][CH:23]=1)[CH2:9][C@H:10]([OH:19])[CH2:11][O:12][C:13]1[CH:18]=[CH:17][CH:16]=[CH:15][CH:14]=1)=O)(C)(C)C.FC(F)(F)C(O)=O. Product: [OH:44][CH2:43][C@@H:20]([NH:8][CH2:9][C@H:10]([OH:19])[CH2:11][O:12][C:13]1[CH:14]=[CH:15][CH:16]=[CH:17][CH:18]=1)[CH2:21][C:22]1[CH:27]=[CH:26][C:25]([NH:28][C:29]([NH:31][C:32]2[CH:33]=[C:34]([CH:40]=[CH:41][CH:42]=2)[C:35]([O:37][CH2:38][CH3:39])=[O:36])=[O:30])=[CH:24][CH:23]=1. The catalyst class is: 26.